From a dataset of Full USPTO retrosynthesis dataset with 1.9M reactions from patents (1976-2016). Predict the reactants needed to synthesize the given product. (1) Given the product [CH2:26]([C:11]1[C:12]([C:14]2[CH:19]=[CH:18][C:17]([C:20]([CH2:33][CH3:34])([OH:23])[CH2:21][CH3:22])=[CH:16][C:15]=2[CH2:24][CH3:25])=[CH:13][C:8]([O:7][CH2:6][C:5]2[CH:28]=[CH:29][C:30]([CH2:31][OH:32])=[C:3]([CH2:2][OH:1])[CH:4]=2)=[CH:9][CH:10]=1)[CH3:27], predict the reactants needed to synthesize it. The reactants are: [OH:1][CH2:2][C:3]1[CH:4]=[C:5]([CH:28]=[CH:29][C:30]=1[CH2:31][OH:32])[CH2:6][O:7][C:8]1[CH:9]=[CH:10][C:11]([CH2:26][CH3:27])=[C:12]([C:14]2[CH:19]=[CH:18][C:17]([C:20](=[O:23])[CH2:21][CH3:22])=[CH:16][C:15]=2[CH2:24][CH3:25])[CH:13]=1.[CH2:33]([Mg]Br)[CH3:34]. (2) Given the product [ClH:39].[CH2:1]([C:3]1[CH:8]=[N:7][C:6]([N:9]2[CH2:10][CH2:11][N:12]([C:15]3[N:22]=[CH:21][C:20]([C:23]4[CH:28]=[CH:27][C:26]([N:29]5[C:33](=[O:34])[N:32]([CH:35]([CH3:37])[CH3:36])[N:31]=[CH:30]5)=[C:25]([F:38])[CH:24]=4)=[CH:19][C:16]=3[C:17]#[N:18])[CH2:13][CH2:14]2)=[N:5][CH:4]=1)[CH3:2], predict the reactants needed to synthesize it. The reactants are: [CH2:1]([C:3]1[CH:4]=[N:5][C:6]([N:9]2[CH2:14][CH2:13][N:12]([C:15]3[N:22]=[CH:21][C:20]([C:23]4[CH:28]=[CH:27][C:26]([N:29]5[C:33](=[O:34])[N:32]([CH:35]([CH3:37])[CH3:36])[N:31]=[CH:30]5)=[C:25]([F:38])[CH:24]=4)=[CH:19][C:16]=3[C:17]#[N:18])[CH2:11][CH2:10]2)=[N:7][CH:8]=1)[CH3:2].[ClH:39]. (3) Given the product [OH:37][C@H:32]1[CH2:33][CH2:34][CH2:35][CH2:36][C@@H:31]1[NH:30][CH2:1][C:3]1[CH:4]=[N:5][C:6]2[C:11]([CH:12]=1)=[CH:10][CH:9]=[C:8]([NH:13][C:14](=[O:28])[C:15]1[CH:16]=[CH:17][C:18]([O:21][CH2:22][CH:23]3[CH2:27][CH2:26][CH2:25][O:24]3)=[CH:19][CH:20]=1)[C:7]=2[CH3:29], predict the reactants needed to synthesize it. The reactants are: [CH:1]([C:3]1[CH:4]=[N:5][C:6]2[C:11]([CH:12]=1)=[CH:10][CH:9]=[C:8]([NH:13][C:14](=[O:28])[C:15]1[CH:20]=[CH:19][C:18]([O:21][CH2:22][CH:23]3[CH2:27][CH2:26][CH2:25][O:24]3)=[CH:17][CH:16]=1)[C:7]=2[CH3:29])=O.[NH2:30][C@@H:31]1[CH2:36][CH2:35][CH2:34][CH2:33][C@H:32]1[OH:37].C(O[BH-](OC(=O)C)OC(=O)C)(=O)C.[Na+].[OH-].[Na+]. (4) Given the product [OH:13][C:9]12[C:10](=[O:11])[C:4]3[C:5](=[CH:6][CH:1]=[CH:2][CH:3]=3)[C:7]1([OH:8])[O:24][C:14]1[C:23]3[CH:22]=[CH:21][CH:20]=[CH:19][C:18]=3[CH:17]=[CH:16][C:15]=12, predict the reactants needed to synthesize it. The reactants are: [CH:1]1[CH:6]=[C:5]2[C:7]([C:9]([OH:13])(O)[C:10](=[O:11])[C:4]2=[CH:3][CH:2]=1)=[O:8].[C:14]1([OH:24])[C:23]2[C:18](=[CH:19][CH:20]=[CH:21][CH:22]=2)[CH:17]=[CH:16][CH:15]=1. (5) The reactants are: [CH2:1]([C:3]1[S:4][CH:5]=[C:6](/[CH:8]=[CH:9]/[C:10]2[C:11]([O:21][CH2:22][C:23]3[CH:43]=[CH:42][C:26]([O:27][CH2:28][C:29]4[N:30]=[C:31]([C:35]5[CH:36]=[C:37]([NH2:41])[CH:38]=[CH:39][CH:40]=5)[O:32][C:33]=4[CH3:34])=[C:25]([O:44][CH3:45])[CH:24]=3)=[N:12][N:13]([C:15]3[CH:20]=[CH:19][CH:18]=[CH:17][CH:16]=3)[CH:14]=2)[N:7]=1)[CH3:2].[CH3:46][S:47](Cl)(=[O:49])=[O:48].C(N(CC)CC)C.C(=O)([O-])O.[Na+]. Given the product [CH2:1]([C:3]1[S:4][CH:5]=[C:6](/[CH:8]=[CH:9]/[C:10]2[C:11]([O:21][CH2:22][C:23]3[CH:43]=[CH:42][C:26]([O:27][CH2:28][C:29]4[N:30]=[C:31]([C:35]5[CH:36]=[C:37]([NH:41][S:47]([CH3:46])(=[O:49])=[O:48])[CH:38]=[CH:39][CH:40]=5)[O:32][C:33]=4[CH3:34])=[C:25]([O:44][CH3:45])[CH:24]=3)=[N:12][N:13]([C:15]3[CH:16]=[CH:17][CH:18]=[CH:19][CH:20]=3)[CH:14]=2)[N:7]=1)[CH3:2], predict the reactants needed to synthesize it. (6) Given the product [Cl:22][C:20]1[CH:19]=[C:4]([CH:3]=[C:2]([N:62]2[CH2:67][CH2:66][CH2:65][CH2:64][CH2:63]2)[CH:21]=1)[CH2:5][N:6]1[CH2:11][CH2:10][N:9]([C:12]([O:14][C:15]([CH3:18])([CH3:17])[CH3:16])=[O:13])[CH2:8][CH2:7]1, predict the reactants needed to synthesize it. The reactants are: Br[C:2]1[CH:3]=[C:4]([CH:19]=[C:20]([Cl:22])[CH:21]=1)[CH2:5][N:6]1[CH2:11][CH2:10][N:9]([C:12]([O:14][C:15]([CH3:18])([CH3:17])[CH3:16])=[O:13])[CH2:8][CH2:7]1.CC(OC1C=CC=C(OC(C)C)C=1C1C(P(C2CCCCC2)C2CCCCC2)=CC=CC=1)C.CC([O-])(C)C.[Na+].[NH:62]1[CH2:67][CH2:66][CH2:65][CH2:64][CH2:63]1. (7) Given the product [C:22]([C:21]1[CH:24]=[CH:25][N:26]=[C:19]([O:1][CH2:2][CH:3]2[CH2:8][CH2:7][N:6]([C:9]([O:11][C:12]([CH3:15])([CH3:14])[CH3:13])=[O:10])[CH2:5][CH2:4]2)[CH:20]=1)#[N:23], predict the reactants needed to synthesize it. The reactants are: [OH:1][CH2:2][CH:3]1[CH2:8][CH2:7][N:6]([C:9]([O:11][C:12]([CH3:15])([CH3:14])[CH3:13])=[O:10])[CH2:5][CH2:4]1.[H-].[Na+].Cl[C:19]1[CH:20]=[C:21]([CH:24]=[CH:25][N:26]=1)[C:22]#[N:23]. (8) Given the product [CH2:17]([O:16][C:13]1[CH:14]=[CH:15][N:10]([C:7]2[CH:8]=[CH:9][C:4]([CH2:3][NH:2][C:29](=[O:30])[CH3:28])=[CH:5][CH:6]=2)[C:11](=[O:25])[C:12]=1[Br:24])[C:18]1[CH:19]=[CH:20][CH:21]=[CH:22][CH:23]=1, predict the reactants needed to synthesize it. The reactants are: Cl.[NH2:2][CH2:3][C:4]1[CH:9]=[CH:8][C:7]([N:10]2[CH:15]=[CH:14][C:13]([O:16][CH2:17][C:18]3[CH:23]=[CH:22][CH:21]=[CH:20][CH:19]=3)=[C:12]([Br:24])[C:11]2=[O:25])=[CH:6][CH:5]=1.CN1CC[O:30][CH2:29][CH2:28]1.C(Cl)(=O)C.CN=C=O. (9) Given the product [C:29]([C:28]1[CH:27]=[CH:26][C:25]([CH:22]2[CH2:23][CH2:24][N:19]([C:14]([C:10]3[CH:9]=[C:8]([NH:7][C:6]([NH:5][CH2:1][CH:2]([CH3:3])[CH3:4])=[O:17])[N:12]([CH3:13])[N:11]=3)=[O:16])[CH2:20][CH2:21]2)=[CH:32][CH:31]=1)#[N:30], predict the reactants needed to synthesize it. The reactants are: [CH2:1]([NH:5][C:6](=[O:17])[NH:7][C:8]1[N:12]([CH3:13])[N:11]=[C:10]([C:14]([OH:16])=O)[CH:9]=1)[CH:2]([CH3:4])[CH3:3].Cl.[NH:19]1[CH2:24][CH2:23][CH:22]([C:25]2[CH:32]=[CH:31][C:28]([C:29]#[N:30])=[CH:27][CH:26]=2)[CH2:21][CH2:20]1.CCN=C=NCCCN(C)C.C1C=CC2N(O)N=NC=2C=1.CCN(C(C)C)C(C)C. (10) Given the product [N+:19]([C:10]1[C:11]2[CH2:12][CH2:13][CH2:14][CH2:15][C:16]=2[CH:17]=[CH:18][C:9]=1[NH:22][C:23]1[CH:31]=[CH:30][CH:29]=[C:28]2[C:24]=1[CH:25]=[CH:26][N:27]2[CH2:32][O:33][CH2:34][CH2:35][Si:36]([CH3:39])([CH3:38])[CH3:37])([O-:21])=[O:20], predict the reactants needed to synthesize it. The reactants are: O([C:9]1[CH:18]=[CH:17][C:16]2[CH2:15][CH2:14][CH2:13][CH2:12][C:11]=2[C:10]=1[N+:19]([O-:21])=[O:20])S(C(F)(F)F)(=O)=O.[NH2:22][C:23]1[CH:31]=[CH:30][CH:29]=[C:28]2[C:24]=1[CH:25]=[CH:26][N:27]2[CH2:32][O:33][CH2:34][CH2:35][Si:36]([CH3:39])([CH3:38])[CH3:37].